From a dataset of Reaction yield outcomes from USPTO patents with 853,638 reactions. Predict the reaction yield, written as a fraction of the theoretical maximum amount of product (1.0 means a 100% yield; for example, 0.34 means a 34% yield). (1) The yield is 0.750. The reactants are C([N:8]([CH3:31])[C:9]1([C:12]2[CH:17]=[CH:16][C:15]([C:18]#[C:19][C:20]3[CH:30]=[CH:29][C:23]([C:24]([O:26]CC)=[O:25])=[CH:22][CH:21]=3)=[CH:14][CH:13]=2)[CH2:11][CH2:10]1)C1C=CC=CC=1.[OH-].[Na+]. The product is [CH2:9]([CH2:31][NH:8][C:9]1([C:12]2[CH:13]=[CH:14][C:15]([C:18]#[C:19][C:20]3[CH:21]=[CH:22][C:23]([C:24]([OH:26])=[O:25])=[CH:29][CH:30]=3)=[CH:16][CH:17]=2)[CH2:11][CH2:10]1)[C:12]1[CH:17]=[CH:16][CH:15]=[CH:14][CH:13]=1. The catalyst is C(O)C.O1CCCC1. (2) The reactants are O[Li].O.C[O:5][C:6]([C:8]1[CH:9]=[C:10]([C:21]2[CH:26]=[CH:25][C:24]([CH3:27])=[CH:23][CH:22]=2)[CH:11]=[C:12]([C:14]2[N:18]([CH2:19][CH3:20])[N:17]=[N:16][N:15]=2)[CH:13]=1)=[O:7]. The catalyst is O.C1COCC1. The product is [CH2:19]([N:18]1[C:14]([C:12]2[CH:13]=[C:8]([C:6]([OH:7])=[O:5])[CH:9]=[C:10]([C:21]3[CH:26]=[CH:25][C:24]([CH3:27])=[CH:23][CH:22]=3)[CH:11]=2)=[N:15][N:16]=[N:17]1)[CH3:20]. The yield is 0.840. (3) The reactants are [CH3:1][C:2]1[C:6]2[CH:7]=[C:8]3[C:13]4([C:21]5[C:16](=[CH:17][CH:18]=[CH:19][CH:20]=5)[NH:15][C:14]4=[O:22])[CH2:12][O:11][C:9]3=[CH:10][C:5]=2[O:4][N:3]=1.[H-].[Na+].Br[CH2:26][C:27]1[CH:32]=[CH:31][C:30]([C:33]2[O:37][N:36]=[CH:35][CH:34]=2)=[CH:29][CH:28]=1.O. The catalyst is CN(C)C=O. The product is [CH3:1][C:2]1[C:6]2[CH:7]=[C:8]3[C:13]4([C:21]5[C:16](=[CH:17][CH:18]=[CH:19][CH:20]=5)[N:15]([CH2:26][C:27]5[CH:28]=[CH:29][C:30]([C:33](=[O:37])[CH2:34][C:35]#[N:36])=[CH:31][CH:32]=5)[C:14]4=[O:22])[CH2:12][O:11][C:9]3=[CH:10][C:5]=2[O:4][N:3]=1. The yield is 0.610. (4) The reactants are [OH:1][C:2]1[CH:3]=[CH:4][C:5]2[S:10][C:9]([C:11]3[CH:16]=[CH:15][CH:14]=[CH:13][N:12]=3)=[N:8][C:7](=[O:17])[C:6]=2[CH:18]=1.Br[CH2:20][CH2:21][CH2:22][CH2:23][CH2:24][CH2:25][OH:26].C(=O)([O-])[O-].[K+].[K+].CN(C=O)C. The catalyst is O. The product is [OH:26][CH2:25][CH2:24][CH2:23][CH2:22][CH2:21][CH2:20][O:1][C:2]1[CH:3]=[CH:4][C:5]2[S:10][C:9]([C:11]3[CH:16]=[CH:15][CH:14]=[CH:13][N:12]=3)=[N:8][C:7](=[O:17])[C:6]=2[CH:18]=1. The yield is 0.910. (5) The reactants are [NH2:1][C:2]1[CH:6]=[CH:5][N:4]([CH3:7])[N:3]=1.[Al](Cl)(C)C.[CH3:12][S:13]([C:16]1[CH:43]=[CH:42][C:19]([O:20][C:21]2[C:26]3[CH:27]=[C:28]([CH2:30][N:31]4[CH2:35][CH2:34][CH2:33][C:32]4=[O:36])[O:29][C:25]=3[CH:24]=[C:23]([C:37](OCC)=[O:38])[CH:22]=2)=[CH:18][CH:17]=1)(=[O:15])=[O:14]. The catalyst is ClCCCl. The product is [CH3:7][N:4]1[CH:5]=[CH:6][C:2]([NH:1][C:37]([C:23]2[CH:22]=[C:21]([O:20][C:19]3[CH:42]=[CH:43][C:16]([S:13]([CH3:12])(=[O:14])=[O:15])=[CH:17][CH:18]=3)[C:26]3[CH:27]=[C:28]([CH2:30][N:31]4[CH2:35][CH2:34][CH2:33][C:32]4=[O:36])[O:29][C:25]=3[CH:24]=2)=[O:38])=[N:3]1. The yield is 0.470.